Dataset: Reaction yield outcomes from USPTO patents with 853,638 reactions. Task: Predict the reaction yield, written as a fraction of the theoretical maximum amount of product (1.0 means a 100% yield; for example, 0.34 means a 34% yield). (1) The reactants are Cl([O-])=O.[Na+].[Br:5][C:6]1[N:7]=[C:8](NC(=O)OC(C)(C)C)[S:9][C:10]=1[CH:11]=[O:12].[CH2:21]([OH:25])C(C)C.P([O-])(O)(O)=[O:27].[Na+].[CH3:32][C:33](=[CH:35]C)[CH3:34].[OH2:37]. No catalyst specified. The product is [Br:5][C:6]1[N:7]=[C:8]([C:21]([O:25][C:33]([CH3:35])([CH3:34])[CH3:32])=[O:27])[S:9][C:10]=1[C:11]([OH:12])=[O:37]. The yield is 1.09. (2) The product is [Br:1][C:2]1[CH:8]=[CH:7][C:5]([NH:6][C:21](=[O:22])[O:23][CH2:24][C:25]2[CH:30]=[CH:29][CH:28]=[CH:27][CH:26]=2)=[CH:4][C:3]=1[F:9]. The yield is 0.920. The catalyst is O. The reactants are [Br:1][C:2]1[CH:8]=[CH:7][C:5]([NH2:6])=[CH:4][C:3]=1[F:9].C1COCC1.C(=O)(O)[O-].[Na+].Cl[C:21]([O:23][CH2:24][C:25]1[CH:30]=[CH:29][CH:28]=[CH:27][CH:26]=1)=[O:22].